Dataset: Catalyst prediction with 721,799 reactions and 888 catalyst types from USPTO. Task: Predict which catalyst facilitates the given reaction. (1) Reactant: [CH3:1][O:2][C:3](=[O:25])[CH:4]([O:22][CH2:23][CH3:24])[CH2:5][C:6]1[CH:11]=[CH:10][CH:9]=[C:8]([CH2:12][CH2:13][NH:14][CH2:15][CH2:16][CH2:17][CH2:18][CH2:19][CH2:20][CH3:21])[CH:7]=1.F[C:27]1[CH:32]=[C:31](F)[CH:30]=[CH:29][C:28]=1[N:34]=[C:35]=[O:36].[CH:37](N(CC)C(C)C)(C)C.Cl. Product: [CH3:1][O:2][C:3](=[O:25])[CH:4]([O:22][CH2:23][CH3:24])[CH2:5][C:6]1[CH:11]=[CH:10][CH:9]=[C:8]([CH2:12][CH2:13][N:14]([CH2:15][CH2:16][CH2:17][CH2:18][CH2:19][CH2:20][CH3:21])[C:35]([NH:34][C:28]2[CH:29]=[CH:30][C:31]([CH3:37])=[CH:32][CH:27]=2)=[O:36])[CH:7]=1. The catalyst class is: 11. (2) Reactant: [C:1]([NH:4][C@@H:5]([CH2:12]Cl)[C:6]([O:8][CH2:9][CH2:10][CH3:11])=[O:7])(=[O:3])[CH3:2].N1([C:19]2[CH2:23][CH2:22][CH2:21][CH:20]=2)CCCC1.CN(C)CC.[OH2:29]. Product: [C:1]([NH:4][CH:5]([CH2:12][CH:20]1[CH2:21][CH2:22][CH2:23][C:19]1=[O:29])[C:6]([O:8][CH2:9][CH2:10][CH3:11])=[O:7])(=[O:3])[CH3:2]. The catalyst class is: 10. (3) Reactant: ClN1C2C=CC=CC=2N=N1.N1C2C=CC=CC=2N=N1.[C:20]([O:24][C:25](=[O:30])[NH:26][CH2:27][CH2:28][SH:29])([CH3:23])([CH3:22])[CH3:21].NC(N)=S.[CH3:35][C:36]([SH:39])([CH3:38])[CH3:37]. Product: [C:36]([S:39][S:29][CH2:28][CH2:27][NH:26][C:25](=[O:30])[O:24][C:20]([CH3:23])([CH3:21])[CH3:22])([CH3:38])([CH3:37])[CH3:35]. The catalyst class is: 168. (4) Reactant: C(=O)([O-])O.[Na+].Cl.Cl.[NH2:8][CH2:9][CH2:10][N:11]1[C:19]2[C:18]([NH:20][C:21]3[CH:26]=[CH:25][C:24]([O:27][C:28]4[CH:36]=[C:35]5[C:31]([CH:32]=[N:33][NH:34]5)=[CH:30][CH:29]=4)=[C:23]([Cl:37])[CH:22]=3)=[N:17][CH:16]=[N:15][C:14]=2[CH:13]=[CH:12]1.[C:38](OC(=O)C)(=[O:40])[CH3:39].O. Product: [Cl:37][C:23]1[CH:22]=[C:21]([NH:20][C:18]2[C:19]3[N:11]([CH2:10][CH2:9][NH:8][C:38](=[O:40])[CH3:39])[CH:12]=[CH:13][C:14]=3[N:15]=[CH:16][N:17]=2)[CH:26]=[CH:25][C:24]=1[O:27][C:28]1[CH:36]=[C:35]2[C:31]([CH:32]=[N:33][NH:34]2)=[CH:30][CH:29]=1. The catalyst class is: 13.